This data is from Forward reaction prediction with 1.9M reactions from USPTO patents (1976-2016). The task is: Predict the product of the given reaction. (1) Given the reactants [Br:1][C:2]1[CH:3]=[N:4][C:5]2[N:6]([N:8]=[C:9]([C:11]([OH:13])=O)[CH:10]=2)[CH:7]=1.[CH3:14][C:15]1([CH3:25])[CH2:24][C:23]2[C:18](=[CH:19][CH:20]=[CH:21][CH:22]=2)[CH2:17][NH:16]1, predict the reaction product. The product is: [Br:1][C:2]1[CH:3]=[N:4][C:5]2[N:6]([N:8]=[C:9]([C:11]([N:16]3[C:15]([CH3:25])([CH3:14])[CH2:24][C:23]4[C:18](=[CH:19][CH:20]=[CH:21][CH:22]=4)[CH2:17]3)=[O:13])[CH:10]=2)[CH:7]=1. (2) Given the reactants CN([CH:4]=[C:5]1[C:10](=O)[CH2:9][CH:8]([C:12]2[S:13][CH:14]=[CH:15][CH:16]=2)[CH2:7][C:6]1=[O:17])C.Cl.[NH2:19][C:20]([NH2:22])=[NH:21].C(=O)([O-])[O-].[Na+].[Na+].NC1N=CC2C(=O)CC(C3C=CC(Cl)=CC=3)CC=2N=1, predict the reaction product. The product is: [NH2:21][C:20]1[N:22]=[CH:4][C:5]2[C:6](=[O:17])[CH2:7][CH:8]([C:12]3[S:13][CH:14]=[CH:15][CH:16]=3)[CH2:9][C:10]=2[N:19]=1. (3) Given the reactants [OH:1][C:2]1[CH:3]=[CH:4][C:5]2[N:9]=[C:8]([C:10]([OH:12])=O)[NH:7][C:6]=2[CH:13]=1.C(N(CC)CC)C.[CH2:21]([CH:28]1[CH2:33][CH2:32][NH:31][CH2:30][CH2:29]1)[C:22]1[CH:27]=[CH:26][CH:25]=[CH:24][CH:23]=1.CN(C(ON1N=NC2C=CC=CC1=2)=[N+](C)C)C.F[P-](F)(F)(F)(F)F, predict the reaction product. The product is: [CH2:21]([CH:28]1[CH2:33][CH2:32][N:31]([C:10]([C:8]2[NH:7][C:6]3[CH:13]=[C:2]([OH:1])[CH:3]=[CH:4][C:5]=3[N:9]=2)=[O:12])[CH2:30][CH2:29]1)[C:22]1[CH:27]=[CH:26][CH:25]=[CH:24][CH:23]=1. (4) Given the reactants [OH:1][C:2]1[CH:7]=[CH:6][C:5]([CH:8]=[C:9]([C:13]2[CH:18]=[CH:17][CH:16]=[CH:15][CH:14]=2)[C:10]([OH:12])=[O:11])=[CH:4][CH:3]=1.OS(O)(=O)=O.[CH3:24]O, predict the reaction product. The product is: [CH3:24][O:11][C:10](=[O:12])[C:9]([C:13]1[CH:14]=[CH:15][CH:16]=[CH:17][CH:18]=1)=[CH:8][C:5]1[CH:4]=[CH:3][C:2]([OH:1])=[CH:7][CH:6]=1. (5) Given the reactants [NH2:1][C:2]1[CH:7]=[CH:6][CH:5]=[CH:4][CH:3]=1.Cl[S:9]([C:12]1[CH:21]=[CH:20][C:15]([C:16]([O:18]C)=[O:17])=[CH:14][CH:13]=1)(=[O:11])=[O:10].Cl[CH2:23][C:24]1[CH:29]=[CH:28][C:27]([O:30][CH3:31])=[CH:26][CH:25]=1, predict the reaction product. The product is: [CH3:31][O:30][C:27]1[CH:28]=[CH:29][C:24]([CH2:23][N:1]([C:2]2[CH:7]=[CH:6][CH:5]=[CH:4][CH:3]=2)[S:9]([C:12]2[CH:21]=[CH:20][C:15]([C:16]([OH:18])=[O:17])=[CH:14][CH:13]=2)(=[O:11])=[O:10])=[CH:25][CH:26]=1. (6) Given the reactants [Br:1][C:2]1[S:6][C:5]([C:7]([O:9][CH3:10])=[O:8])=[C:4]([NH:11][C:12](=O)[C:13](F)(F)F)[CH:3]=1.ICC.C(=O)([O-])[O-].[Cs+].[Cs+].C(=O)([O-])[O-].[K+].[K+], predict the reaction product. The product is: [Br:1][C:2]1[S:6][C:5]([C:7]([O:9][CH3:10])=[O:8])=[C:4]([NH:11][CH2:12][CH3:13])[CH:3]=1. (7) Given the reactants [H-].[Na+].[NH:3]1[C:7]2[CH:8]=[CH:9][CH:10]=[CH:11][C:6]=2[N:5]=[C:4]1[C@H:12]1[CH2:15][C@H:14]([OH:16])[CH2:13]1.F[C:18]1[C:23]([CH:24]2[CH2:29][CH2:28][O:27][CH2:26][CH2:25]2)=[CH:22][CH:21]=[CH:20][N:19]=1.C(OCC)(=O)C, predict the reaction product. The product is: [O:27]1[CH2:28][CH2:29][CH:24]([C:23]2[C:18]([O:16][C@H:14]3[CH2:13][C@H:12]([C:4]4[NH:5][C:6]5[CH:11]=[CH:10][CH:9]=[CH:8][C:7]=5[N:3]=4)[CH2:15]3)=[N:19][CH:20]=[CH:21][CH:22]=2)[CH2:25][CH2:26]1.